From a dataset of Peptide-MHC class II binding affinity with 134,281 pairs from IEDB. Regression. Given a peptide amino acid sequence and an MHC pseudo amino acid sequence, predict their binding affinity value. This is MHC class II binding data. (1) The peptide sequence is LPPIVAKEIVASCDKC. The MHC is HLA-DQA10102-DQB10502 with pseudo-sequence HLA-DQA10102-DQB10502. The binding affinity (normalized) is 0. (2) The peptide sequence is VRVPVPQLQPQNPSQ. The MHC is HLA-DQA10301-DQB10302 with pseudo-sequence HLA-DQA10301-DQB10302. The binding affinity (normalized) is 0.111. (3) The peptide sequence is ALLIIPPKIHISIEL. The MHC is DRB4_0101 with pseudo-sequence DRB4_0103. The binding affinity (normalized) is 0.787. (4) The peptide sequence is AAAKYRAAAAAAA. The MHC is H-2-IAu with pseudo-sequence H-2-IAu. The binding affinity (normalized) is 0.658. (5) The peptide sequence is ADYLRMWIQAATVMS. The MHC is HLA-DPA10201-DPB10101 with pseudo-sequence HLA-DPA10201-DPB10101. The binding affinity (normalized) is 0.439. (6) The binding affinity (normalized) is 0.461. The MHC is DRB1_0801 with pseudo-sequence DRB1_0801. The peptide sequence is KKPIAVGGLLMMLVSVA. (7) The peptide sequence is EHELYVAVLSNALHR. The MHC is DRB1_0301 with pseudo-sequence DRB1_0301. The binding affinity (normalized) is 0.355. (8) The peptide sequence is GPTATFEAMYLGTCQ. The MHC is DRB1_1101 with pseudo-sequence DRB1_1101. The binding affinity (normalized) is 0.159.